Dataset: Forward reaction prediction with 1.9M reactions from USPTO patents (1976-2016). Task: Predict the product of the given reaction. (1) The product is: [Cl:16][C:17]1[CH:18]=[C:19]([CH:23]=[CH:24][CH:25]=1)[C:20]([NH:5][C:4]1[CH:6]=[C:7]([O:9][C:10]2[CH:15]=[N:14][CH:13]=[N:12][CH:11]=2)[CH:8]=[C:2]([Cl:1])[CH:3]=1)=[O:21]. Given the reactants [Cl:1][C:2]1[CH:3]=[C:4]([CH:6]=[C:7]([O:9][C:10]2[CH:11]=[N:12][CH:13]=[N:14][CH:15]=2)[CH:8]=1)[NH2:5].[Cl:16][C:17]1[CH:18]=[C:19]([CH:23]=[CH:24][CH:25]=1)[C:20](Cl)=[O:21], predict the reaction product. (2) The product is: [OH:2][CH2:1][C:3]1[N:12]=[CH:11][CH:10]=[C:9]2[C:4]=1[CH:5]=[C:6]([C:28]1[CH:29]=[CH:30][CH:31]=[CH:32][CH:33]=1)[C:7]([C:13]1[CH:14]=[CH:15][C:16]([CH2:17][NH:18][C:19](=[O:25])[O:20][C:21]([CH3:24])([CH3:23])[CH3:22])=[CH:26][CH:27]=1)=[N:8]2. Given the reactants [CH:1]([C:3]1[N:12]=[CH:11][CH:10]=[C:9]2[C:4]=1[CH:5]=[C:6]([C:28]1[CH:33]=[CH:32][CH:31]=[CH:30][CH:29]=1)[C:7]([C:13]1[CH:27]=[CH:26][C:16]([CH2:17][NH:18][C:19](=[O:25])[O:20][C:21]([CH3:24])([CH3:23])[CH3:22])=[CH:15][CH:14]=1)=[N:8]2)=[O:2].[BH4-].[Na+], predict the reaction product. (3) Given the reactants [Br:1][C:2]1[C:3]([F:10])=[C:4]([CH:6]=[CH:7][C:8]=1[F:9])[NH2:5].[CH2:11]([S:14](Cl)(=[O:16])=[O:15])[CH2:12][CH3:13].N1C=CC=CC=1.C(=O)(O)[O-].[Na+], predict the reaction product. The product is: [Br:1][C:2]1[C:3]([F:10])=[C:4]([NH:5][S:14]([CH2:11][CH2:12][CH3:13])(=[O:16])=[O:15])[CH:6]=[CH:7][C:8]=1[F:9].